Dataset: Forward reaction prediction with 1.9M reactions from USPTO patents (1976-2016). Task: Predict the product of the given reaction. (1) Given the reactants [C:1]([O:5][C:6]([NH:8][C@@H:9]([CH2:15][C@H:16]([CH2:20][C:21]1[CH:29]=[C:28]2[C:24]([CH:25]=[N:26][N:27]2[CH2:30][CH2:31][CH2:32][O:33][CH3:34])=[CH:23][CH:22]=1)[CH:17]([CH3:19])[CH3:18])[C:10](OCC)=[O:11])=[O:7])([CH3:4])([CH3:3])[CH3:2].[BH4-].[Na+], predict the reaction product. The product is: [OH:11][CH2:10][C@@H:9]([NH:8][C:6](=[O:7])[O:5][C:1]([CH3:2])([CH3:4])[CH3:3])[CH2:15][C@H:16]([CH2:20][C:21]1[CH:29]=[C:28]2[C:24]([CH:25]=[N:26][N:27]2[CH2:30][CH2:31][CH2:32][O:33][CH3:34])=[CH:23][CH:22]=1)[CH:17]([CH3:18])[CH3:19]. (2) Given the reactants [Cl:1][C:2]1[CH:29]=[CH:28][C:5]2[N:6]3[C:10]([CH2:11][NH:12][CH2:13][C:4]=2[CH:3]=1)=[N:9][N:8]=[C:7]3[C@H:14]1[CH2:19][CH2:18][C@H:17]([O:20][C:21]2[CH:26]=[CH:25][C:24]([F:27])=[CH:23][N:22]=2)[CH2:16][CH2:15]1.C(=O)([O-])[O-].[K+].[K+].Br[CH2:37][CH2:38][F:39], predict the reaction product. The product is: [Cl:1][C:2]1[CH:29]=[CH:28][C:5]2[N:6]3[C:10]([CH2:11][N:12]([CH2:37][CH2:38][F:39])[CH2:13][C:4]=2[CH:3]=1)=[N:9][N:8]=[C:7]3[C@H:14]1[CH2:19][CH2:18][C@H:17]([O:20][C:21]2[CH:26]=[CH:25][C:24]([F:27])=[CH:23][N:22]=2)[CH2:16][CH2:15]1. (3) Given the reactants [OH-].[Li+].C[O:4][C:5](=[O:28])[C:6]1[CH:11]=[CH:10][CH:9]=[C:8]([NH:12][C:13]2[C:18]([Cl:19])=[CH:17][N:16]=[C:15]([NH:20][C:21]3[CH:26]=[CH:25][CH:24]=[C:23]([NH2:27])[CH:22]=3)[N:14]=2)[CH:7]=1, predict the reaction product. The product is: [NH2:27][C:23]1[CH:22]=[C:21]([NH:20][C:15]2[N:14]=[C:13]([NH:12][C:8]3[CH:7]=[C:6]([CH:11]=[CH:10][CH:9]=3)[C:5]([OH:28])=[O:4])[C:18]([Cl:19])=[CH:17][N:16]=2)[CH:26]=[CH:25][CH:24]=1.